Dataset: Forward reaction prediction with 1.9M reactions from USPTO patents (1976-2016). Task: Predict the product of the given reaction. (1) Given the reactants [CH3:1][C:2]1[O:6][N:5]=[C:4]([NH2:7])[CH:3]=1.CCN(C(C)C)C(C)C.[C:17](Cl)(=[O:25])[O:18][C:19]1[CH:24]=[CH:23][CH:22]=[CH:21][CH:20]=1, predict the reaction product. The product is: [CH3:1][C:2]1[O:6][N:5]=[C:4]([NH:7][C:17](=[O:25])[O:18][C:19]2[CH:24]=[CH:23][CH:22]=[CH:21][CH:20]=2)[CH:3]=1. (2) Given the reactants [Cl:1][C:2]1[CH:23]=[C:22]([Cl:24])[CH:21]=[CH:20][C:3]=1[CH2:4][N:5]1[C:9](/[CH:10]=[CH:11]/[C:12]([OH:14])=O)=[CH:8][C:7]([O:15][CH2:16][CH2:17][O:18][CH3:19])=[N:6]1.[CH3:25][CH:26]([CH3:33])[CH2:27][CH2:28][S:29]([NH2:32])(=[O:31])=[O:30].N12CCCN=C1CCCCC2, predict the reaction product. The product is: [Cl:1][C:2]1[CH:23]=[C:22]([Cl:24])[CH:21]=[CH:20][C:3]=1[CH2:4][N:5]1[C:9](/[CH:10]=[CH:11]/[C:12]([NH:32][S:29]([CH2:28][CH2:27][CH:26]([CH3:33])[CH3:25])(=[O:31])=[O:30])=[O:14])=[CH:8][C:7]([O:15][CH2:16][CH2:17][O:18][CH3:19])=[N:6]1. (3) Given the reactants [C:1]([N:8]1[CH:12]=[CH:11]N=C1)([N:3]1C=CN=C1)=[O:2].[C:13]([O:17][C:18]([CH3:21])([CH3:20])[CH3:19])(=[O:16])[NH:14]N.NCC[C:25]1[CH:30]=[CH:29][C:28]([OH:31])=[CH:27][CH:26]=1.O, predict the reaction product. The product is: [OH:31][C:28]1[CH:29]=[CH:30][C:25]([CH2:11][CH2:12][NH:8][C:1]([NH:3][NH:14][C:13]([O:17][C:18]([CH3:21])([CH3:20])[CH3:19])=[O:16])=[O:2])=[CH:26][CH:27]=1. (4) The product is: [CH2:11]1[NH:16][CH2:15][C@@H:14]([OH:17])[C@H:13]([OH:18])[C@H:12]1[CH2:19][OH:20].[C:6]([C@H:4]([C@@H:2]([C:1]([O-:10])=[O:9])[OH:3])[OH:5])([O-:8])=[O:7]. Given the reactants [C:1]([OH:10])(=[O:9])[C@H:2]([C@@H:4]([C:6]([OH:8])=[O:7])[OH:5])[OH:3].[CH2:11]1[NH:16][CH2:15][C@@H:14]([OH:17])[C@H:13]([OH:18])[C@H:12]1[CH2:19][OH:20], predict the reaction product. (5) Given the reactants [NH2:1][CH2:2][C@:3]([OH:21])([CH2:8][C:9]([C:12]1[CH:17]=[C:16]([F:18])[CH:15]=[CH:14][C:13]=1[O:19][CH3:20])([CH3:11])[CH3:10])[C:4]([F:7])([F:6])[F:5].[NH2:22][C:23]1[N:27]([C:28]2[CH:33]=[CH:32][C:31]([F:34])=[CH:30][C:29]=2[F:35])[N:26]=[CH:25][C:24]=1[C:36](O)=[O:37], predict the reaction product. The product is: [NH2:22][C:23]1[N:27]([C:28]2[CH:33]=[CH:32][C:31]([F:34])=[CH:30][C:29]=2[F:35])[N:26]=[CH:25][C:24]=1[C:36]([NH:1][CH2:2][C@@:3]([OH:21])([C:4]([F:7])([F:6])[F:5])[CH2:8][C:9]([C:12]1[CH:17]=[C:16]([F:18])[CH:15]=[CH:14][C:13]=1[O:19][CH3:20])([CH3:11])[CH3:10])=[O:37]. (6) Given the reactants [NH2:1][CH2:2][CH2:3][N:4]1[CH2:9][CH2:8][NH:7][CH2:6][CH2:5]1.C(N(CC)CC)C.Cl[C:18]([O:20][CH2:21][C:22]1[CH:27]=[CH:26][CH:25]=[CH:24][CH:23]=1)=[O:19].C(=O)([O-])O.[Na+], predict the reaction product. The product is: [NH2:1][CH2:2][CH2:3][N:4]1[CH2:9][CH2:8][N:7]([C:18]([O:20][CH2:21][C:22]2[CH:27]=[CH:26][CH:25]=[CH:24][CH:23]=2)=[O:19])[CH2:6][CH2:5]1. (7) Given the reactants [OH:1][C:2]1[CH:7]=[CH:6][N:5]=[C:4]([NH:8][CH2:9][CH2:10][CH:11]2[CH2:16][CH2:15][CH2:14][CH2:13][N:12]2[C:17]([O:19][C:20]([CH3:23])([CH3:22])[CH3:21])=[O:18])[C:3]=1[N+:24]([O-])=O, predict the reaction product. The product is: [NH2:24][C:3]1[C:4]([NH:8][CH2:9][CH2:10][CH:11]2[CH2:16][CH2:15][CH2:14][CH2:13][N:12]2[C:17]([O:19][C:20]([CH3:23])([CH3:22])[CH3:21])=[O:18])=[N:5][CH:6]=[CH:7][C:2]=1[OH:1].